From a dataset of Reaction yield outcomes from USPTO patents with 853,638 reactions. Predict the reaction yield, written as a fraction of the theoretical maximum amount of product (1.0 means a 100% yield; for example, 0.34 means a 34% yield). (1) The reactants are [CH3:1][C:2]1[C:6]([O:7][C:8]2[CH:15]=[CH:14][C:11]([CH:12]=O)=[CH:10][CH:9]=2)=[C:5]([CH3:16])[N:4]([C:17]2[N:22]=[C:21]([C:23]3[CH:28]=[CH:27][CH:26]=[CH:25][N:24]=3)[CH:20]=[CH:19][N:18]=2)[N:3]=1.[CH2:29]([N:36]1[CH2:41][CH2:40][NH:39][CH2:38][CH2:37]1)[C:30]1[CH:35]=[CH:34][CH:33]=[CH:32][CH:31]=1.C(O[BH-](OC(=O)C)OC(=O)C)(=O)C.[Na+]. The catalyst is ClC(Cl)C.C(Cl)Cl. The product is [CH2:29]([N:36]1[CH2:41][CH2:40][N:39]([CH2:12][C:11]2[CH:14]=[CH:15][C:8]([O:7][C:6]3[C:2]([CH3:1])=[N:3][N:4]([C:17]4[N:22]=[C:21]([C:23]5[CH:28]=[CH:27][CH:26]=[CH:25][N:24]=5)[CH:20]=[CH:19][N:18]=4)[C:5]=3[CH3:16])=[CH:9][CH:10]=2)[CH2:38][CH2:37]1)[C:30]1[CH:31]=[CH:32][CH:33]=[CH:34][CH:35]=1. The yield is 0.230. (2) The reactants are C(OC(=O)[NH:7][C:8]1[CH:13]=[C:12]([F:14])[CH:11]=[CH:10][C:9]=1[C:15]1[CH:24]=[CH:23][C:22]2[C:17](=[CH:18][CH:19]=[C:20]([OH:25])[CH:21]=2)[C:16]=1[C:26](=O)[C:27]1[CH:32]=[CH:31][C:30]([O:33][CH2:34][CH2:35][N:36]2[CH2:41][CH2:40][CH2:39][CH2:38][CH2:37]2)=[CH:29][CH:28]=1)(C)(C)C.C1(OC)C=CC=CC=1.FC(F)(F)C(O)=O.[BH4-].[Na+].C([BH3-])#N.[Na+]. The catalyst is ClCCl. The product is [F:14][C:12]1[CH:11]=[CH:10][C:9]2[C:15]3[CH:24]=[CH:23][C:22]4[CH:21]=[C:20]([OH:25])[CH:19]=[CH:18][C:17]=4[C:16]=3[CH:26]([C:27]3[CH:32]=[CH:31][C:30]([O:33][CH2:34][CH2:35][N:36]4[CH2:37][CH2:38][CH2:39][CH2:40][CH2:41]4)=[CH:29][CH:28]=3)[NH:7][C:8]=2[CH:13]=1. The yield is 0.350. (3) The reactants are [NH:1]1[C:9]2[C:4](=[CH:5][CH:6]=[CH:7][CH:8]=2)[C:3]2([C:13]3=[CH:14][C:15]4[O:19][CH2:18][O:17][C:16]=4[CH:20]=[C:12]3[O:11][CH2:10]2)[C:2]1=[O:21].C([O-])([O-])=O.[Cs+].[Cs+].[F:28][C:29]1[CH:36]=[CH:35][C:32]([CH2:33]Br)=[CH:31][CH:30]=1. The catalyst is C(C(C)=O)C. The product is [F:28][C:29]1[CH:36]=[CH:35][C:32]([CH2:33][N:1]2[C:9]3[C:4](=[CH:5][CH:6]=[CH:7][CH:8]=3)[C:3]3([C:13]4=[CH:14][C:15]5[O:19][CH2:18][O:17][C:16]=5[CH:20]=[C:12]4[O:11][CH2:10]3)[C:2]2=[O:21])=[CH:31][CH:30]=1. The yield is 0.500. (4) The reactants are Br[C:2]1[S:6][C:5]([CH3:7])=[N:4][C:3]=1[C:8]1[CH:13]=[CH:12][C:11]([O:14][CH3:15])=[CH:10][CH:9]=1.[C:16]([Cu])#[N:17].Cl. The catalyst is N1C=CC=CC=1. The product is [CH3:15][O:14][C:11]1[CH:12]=[CH:13][C:8]([C:3]2[N:4]=[C:5]([CH3:7])[S:6][C:2]=2[C:16]#[N:17])=[CH:9][CH:10]=1. The yield is 0.920. (5) The catalyst is C(O)(=O)C. The yield is 0.686. The reactants are [N:1]1[CH:6]=[CH:5][CH:4]=[CH:3][C:2]=1[CH:7]([CH:9]1[CH2:14][CH2:13][S:12][CH2:11][CH2:10]1)[OH:8].B1([O-])OO1.[OH2:19].[OH2:20].O.O.[Na+]. The product is [O:19]=[S:12]1(=[O:20])[CH2:11][CH2:10][CH:9]([CH:7]([C:2]2[CH:3]=[CH:4][CH:5]=[CH:6][N:1]=2)[OH:8])[CH2:14][CH2:13]1.